From a dataset of Forward reaction prediction with 1.9M reactions from USPTO patents (1976-2016). Predict the product of the given reaction. (1) Given the reactants [S:1]1[C:5]2[CH:6]=[CH:7][CH:8]=[CH:9][C:4]=2[N:3]=[C:2]1[NH:10][C@H:11]([C:33]([O:35]CC)=[O:34])[CH2:12][C:13]1[CH:18]=[CH:17][C:16]([O:19][CH2:20][CH2:21][CH2:22][C:23]2[CH:32]=[CH:31][C:30]3[CH2:29][CH2:28][CH2:27][NH:26][C:25]=3[N:24]=2)=[CH:15][CH:14]=1.C(Cl)Cl.CO.[NH4+].[OH-], predict the reaction product. The product is: [S:1]1[C:5]2[CH:6]=[CH:7][CH:8]=[CH:9][C:4]=2[N:3]=[C:2]1[NH:10][C@H:11]([C:33]([OH:35])=[O:34])[CH2:12][C:13]1[CH:14]=[CH:15][C:16]([O:19][CH2:20][CH2:21][CH2:22][C:23]2[CH:32]=[CH:31][C:30]3[CH2:29][CH2:28][CH2:27][NH:26][C:25]=3[N:24]=2)=[CH:17][CH:18]=1. (2) The product is: [Br:1][C:2]1[CH:7]=[CH:6][C:5]([S:8]([NH:14][CH3:13])(=[O:10])=[O:9])=[CH:4][C:3]=1[F:12]. Given the reactants [Br:1][C:2]1[CH:7]=[CH:6][C:5]([S:8](Cl)(=[O:10])=[O:9])=[CH:4][C:3]=1[F:12].[CH3:13][NH2:14], predict the reaction product. (3) Given the reactants [CH2:1]([O:8][C:9]1[C:10]([C:33]([O:35][CH3:36])=[O:34])=[N:11][N:12]([CH:18]([C:28]([O:30][CH2:31][CH3:32])=[O:29])[CH2:19][NH:20][C:21]([O:23]C(C)(C)C)=O)[C:13]=1C(OC)=O)[C:2]1[CH:7]=[CH:6][CH:5]=[CH:4][CH:3]=1.C(O)(C(F)(F)F)=O, predict the reaction product. The product is: [CH2:1]([O:8][C:9]1[C:10]([C:33]([O:35][CH3:36])=[O:34])=[N:11][N:12]2[CH:18]([C:28]([O:30][CH2:31][CH3:32])=[O:29])[CH2:19][NH:20][C:21](=[O:23])[C:13]=12)[C:2]1[CH:3]=[CH:4][CH:5]=[CH:6][CH:7]=1. (4) Given the reactants [O:1]1[C:5]2[CH:6]=[CH:7][CH:8]=[CH:9][C:4]=2[CH:3]=[C:2]1[C:10]([NH:12][C:13]1([C:19]([NH:21][CH:22]2[CH2:27][CH2:26][N:25]([C:28]3[CH:33]=[CH:32][CH:31]=[CH:30][C:29]=3[C:34]#[N:35])[CH2:24][CH:23]2[OH:36])=[O:20])[CH2:18][CH2:17][CH2:16][CH2:15][CH2:14]1)=[O:11].[Cl-].[NH4+].[N-:39]=[N+:40]=[N-:41].[Na+].Cl, predict the reaction product. The product is: [O:1]1[C:5]2[CH:6]=[CH:7][CH:8]=[CH:9][C:4]=2[CH:3]=[C:2]1[C:10]([NH:12][C:13]1([C:19]([NH:21][CH:22]2[CH2:27][CH2:26][N:25]([C:28]3[CH:33]=[CH:32][CH:31]=[CH:30][C:29]=3[C:34]3[NH:41][N:40]=[N:39][N:35]=3)[CH2:24][CH:23]2[OH:36])=[O:20])[CH2:18][CH2:17][CH2:16][CH2:15][CH2:14]1)=[O:11]. (5) The product is: [C:21]([OH:26])(=[O:25])[C:22]([OH:24])=[O:23].[S:1]1[C:5]2[CH:6]=[C:7]([CH2:10][CH2:11][O:12][CH2:13][CH2:14][N:15]3[CH2:19][CH2:18][CH:17]([OH:20])[CH2:16]3)[CH:8]=[CH:9][C:4]=2[CH:3]=[CH:2]1. Given the reactants [S:1]1[C:5]2[CH:6]=[C:7]([CH2:10][CH2:11][O:12][CH2:13][CH2:14][N:15]3[CH2:19][CH2:18][CH:17]([OH:20])[CH2:16]3)[CH:8]=[CH:9][C:4]=2[CH:3]=[CH:2]1.[C:21]([OH:26])(=[O:25])[C:22]([OH:24])=[O:23], predict the reaction product.